Regression. Given two drug SMILES strings and cell line genomic features, predict the synergy score measuring deviation from expected non-interaction effect. From a dataset of NCI-60 drug combinations with 297,098 pairs across 59 cell lines. (1) Drug 1: CNC(=O)C1=NC=CC(=C1)OC2=CC=C(C=C2)NC(=O)NC3=CC(=C(C=C3)Cl)C(F)(F)F. Drug 2: C#CCC(CC1=CN=C2C(=N1)C(=NC(=N2)N)N)C3=CC=C(C=C3)C(=O)NC(CCC(=O)O)C(=O)O. Cell line: A549. Synergy scores: CSS=-1.92, Synergy_ZIP=-0.405, Synergy_Bliss=-4.41, Synergy_Loewe=-4.36, Synergy_HSA=-4.87. (2) Drug 1: C1=CC=C(C(=C1)C(C2=CC=C(C=C2)Cl)C(Cl)Cl)Cl. Drug 2: CN(C(=O)NC(C=O)C(C(C(CO)O)O)O)N=O. Cell line: U251. Synergy scores: CSS=6.24, Synergy_ZIP=-1.67, Synergy_Bliss=-0.345, Synergy_Loewe=0.373, Synergy_HSA=0.665. (3) Drug 1: C1=CC(=CC=C1C#N)C(C2=CC=C(C=C2)C#N)N3C=NC=N3. Drug 2: CC(C)CN1C=NC2=C1C3=CC=CC=C3N=C2N. Cell line: SW-620. Synergy scores: CSS=-2.50, Synergy_ZIP=2.10, Synergy_Bliss=0.418, Synergy_Loewe=-0.609, Synergy_HSA=-2.53. (4) Drug 1: C1=NC2=C(N=C(N=C2N1C3C(C(C(O3)CO)O)O)F)N. Drug 2: CCCCCOC(=O)NC1=NC(=O)N(C=C1F)C2C(C(C(O2)C)O)O. Cell line: MOLT-4. Synergy scores: CSS=52.3, Synergy_ZIP=-1.42, Synergy_Bliss=-2.10, Synergy_Loewe=-31.3, Synergy_HSA=-2.42. (5) Drug 1: CC1=C(C=C(C=C1)NC2=NC=CC(=N2)N(C)C3=CC4=NN(C(=C4C=C3)C)C)S(=O)(=O)N.Cl. Drug 2: CC1=C(C=C(C=C1)NC(=O)C2=CC=C(C=C2)CN3CCN(CC3)C)NC4=NC=CC(=N4)C5=CN=CC=C5. Cell line: HT29. Synergy scores: CSS=13.9, Synergy_ZIP=4.76, Synergy_Bliss=4.76, Synergy_Loewe=0.331, Synergy_HSA=1.68. (6) Drug 1: CCN(CC)CCNC(=O)C1=C(NC(=C1C)C=C2C3=C(C=CC(=C3)F)NC2=O)C. Drug 2: C1C(C(OC1N2C=NC(=NC2=O)N)CO)O. Cell line: MOLT-4. Synergy scores: CSS=47.6, Synergy_ZIP=-3.05, Synergy_Bliss=-6.76, Synergy_Loewe=-23.7, Synergy_HSA=-2.18. (7) Drug 1: COC1=NC(=NC2=C1N=CN2C3C(C(C(O3)CO)O)O)N. Drug 2: CCCCC(=O)OCC(=O)C1(CC(C2=C(C1)C(=C3C(=C2O)C(=O)C4=C(C3=O)C=CC=C4OC)O)OC5CC(C(C(O5)C)O)NC(=O)C(F)(F)F)O. Cell line: BT-549. Synergy scores: CSS=43.0, Synergy_ZIP=-1.50, Synergy_Bliss=-1.13, Synergy_Loewe=-0.453, Synergy_HSA=2.05.